Task: Predict the product of the given reaction.. Dataset: Forward reaction prediction with 1.9M reactions from USPTO patents (1976-2016) (1) Given the reactants [C:1]([O:5][CH2:6][C@H:7]([NH:11][C:12](=[O:34])[C:13]1[CH:18]=[CH:17][C:16]([O:19][CH3:20])=[C:15](/[CH:21]=[CH:22]/[C:23]2[CH:28]=[CH:27][C:26]([O:29][C:30]([F:33])([F:32])[F:31])=[CH:25][CH:24]=2)[CH:14]=1)[C:8](O)=[O:9])([CH3:4])([CH3:3])[CH3:2].[OH:35][CH2:36][CH2:37][NH2:38].O.N1(O)C2C=CC=CC=2N=N1.Cl.CN(C)CCCN=C=NCC.C(N(CC)C(C)C)(C)C, predict the reaction product. The product is: [C:1]([O:5][CH2:6][C@H:7]([NH:11][C:12](=[O:34])[C:13]1[CH:18]=[CH:17][C:16]([O:19][CH3:20])=[C:15](/[CH:21]=[CH:22]/[C:23]2[CH:24]=[CH:25][C:26]([O:29][C:30]([F:31])([F:32])[F:33])=[CH:27][CH:28]=2)[CH:14]=1)[C:8](=[O:9])[NH:38][CH2:37][CH2:36][OH:35])([CH3:4])([CH3:2])[CH3:3]. (2) Given the reactants Br[C:2]1[CH:3]=[C:4]([CH2:15][C:16]([O-:18])=[O:17])[CH:5]=[C:6]([Cl:14])[C:7]=1[O:8][CH2:9][C:10]([F:13])([F:12])[F:11].[F:19][C:20]([F:31])([F:30])[C:21]1[CH:26]=[CH:25][C:24](B(O)O)=[CH:23][CH:22]=1.[F-].[Cs+].CO[CH2:36][CH2:37]OC, predict the reaction product. The product is: [Cl:14][C:6]1[CH:5]=[C:4]([CH2:15][C:16]([O:18][CH2:36][CH3:37])=[O:17])[CH:3]=[C:2]([C:24]2[CH:25]=[CH:26][C:21]([C:20]([F:31])([F:30])[F:19])=[CH:22][CH:23]=2)[C:7]=1[O:8][CH2:9][C:10]([F:13])([F:12])[F:11]. (3) The product is: [N:11]1([C:9]2[S:10][C:6]([C:4]([NH2:27])=[O:3])=[C:7]([C:20]3[CH:21]=[CH:22][CH:23]=[CH:24][CH:25]=3)[N:8]=2)[C:15]2[CH:16]=[CH:17][CH:18]=[CH:19][C:14]=2[N:13]=[CH:12]1. Given the reactants C([O:3][C:4]([C:6]1[S:10][C:9]([N:11]2[C:15]3[CH:16]=[CH:17][CH:18]=[CH:19][C:14]=3[N:13]=[CH:12]2)=[N:8][C:7]=1[C:20]1[CH:25]=[CH:24][CH:23]=[CH:22][CH:21]=1)=O)C.[OH-].[NH4+:27].FC(F)(F)C(O)=O, predict the reaction product. (4) Given the reactants [N+:1]([C:4]1[CH:9]=[CH:8][C:7]([C:10]([N:12]2[CH2:16][CH2:15][CH2:14][CH2:13]2)=[O:11])=[CH:6][CH:5]=1)([O-])=O, predict the reaction product. The product is: [N:12]1([C:10]([C:7]2[CH:8]=[CH:9][C:4]([NH2:1])=[CH:5][CH:6]=2)=[O:11])[CH2:13][CH2:14][CH2:15][CH2:16]1. (5) Given the reactants Cl.[CH2:2]1[CH:6]2[CH2:7][NH:8][CH2:9][CH:5]2[CH2:4][N:3]1[C:10]([O:12][C:13]([CH3:16])([CH3:15])[CH3:14])=[O:11].C1C=CC(P(C2C(C3C(P(C4C=CC=CC=4)C4C=CC=CC=4)=CC=C4C=3C=CC=C4)=C3C(C=CC=C3)=CC=2)C2C=CC=CC=2)=CC=1.CC(C)([O-])C.[Na+].Br[C:70]1[CH:75]=[CH:74][CH:73]=[CH:72][C:71]=1[C:76]([F:79])([F:78])[F:77], predict the reaction product. The product is: [F:77][C:76]([F:79])([F:78])[C:71]1[CH:72]=[CH:73][CH:74]=[CH:75][C:70]=1[N:8]1[CH2:7][CH:6]2[CH2:2][N:3]([C:10]([O:12][C:13]([CH3:16])([CH3:15])[CH3:14])=[O:11])[CH2:4][CH:5]2[CH2:9]1. (6) Given the reactants [F:1][C:2]1[C:11]([F:12])=[CH:10][C:9]([CH:13]=O)=[C:8]2[C:3]=1[C:4](=[O:16])[CH:5]=[C:6]([CH3:15])[O:7]2.[C:17]([CH:19]=[C:20]([O-])[CH3:21])#[N:18].[Na+].[NH2:24][C:25]([CH3:34])=[CH:26][C:27](=[O:33])[CH2:28][CH:29]1[CH2:32][CH2:31][CH2:30]1.C(O)(=O)C, predict the reaction product. The product is: [CH:29]1([CH2:28][C:27]([C:26]2[CH:13]([C:9]3[CH:10]=[C:11]([F:12])[C:2]([F:1])=[C:3]4[C:8]=3[O:7][C:6]([CH3:15])=[CH:5][C:4]4=[O:16])[C:19]([C:17]#[N:18])=[C:20]([CH3:21])[NH:24][C:25]=2[CH3:34])=[O:33])[CH2:32][CH2:31][CH2:30]1.